The task is: Predict the reactants needed to synthesize the given product.. This data is from Full USPTO retrosynthesis dataset with 1.9M reactions from patents (1976-2016). (1) Given the product [CH2:18]([O:17][C:15](=[O:16])[CH:14]([CH3:20])[O:1][C:2]1[C:3]([C:8]([O:10][CH2:11][CH3:12])=[O:9])=[N:4][CH:5]=[CH:6][CH:7]=1)[CH3:19], predict the reactants needed to synthesize it. The reactants are: [OH:1][C:2]1[C:3]([C:8]([O:10][CH2:11][CH3:12])=[O:9])=[N:4][CH:5]=[CH:6][CH:7]=1.Br[CH:14]([CH3:20])[C:15]([O:17][CH2:18][CH3:19])=[O:16].C(=O)([O-])[O-].[K+].[K+]. (2) Given the product [Cl:1][C:2]1[CH:36]=[CH:35][C:5]2[NH:6][C:7]([C:9]3[CH:10]=[CH:11][C:12]([N:15]4[CH2:16][CH2:17][CH:18]([CH2:21][O:22][C:23]5[CH:24]=[C:25]([C:32]([OH:34])=[O:33])[CH:26]=[C:27]([CH:31]=5)[C:28]([OH:30])=[O:29])[CH2:19][CH2:20]4)=[N:13][CH:14]=3)=[N:8][C:4]=2[CH:3]=1, predict the reactants needed to synthesize it. The reactants are: [Cl:1][C:2]1[CH:36]=[CH:35][C:5]2[NH:6][C:7]([C:9]3[CH:10]=[CH:11][C:12]([N:15]4[CH2:20][CH2:19][CH:18]([CH2:21][O:22][C:23]5[CH:24]=[C:25]([C:32]([O-:34])=[O:33])[CH:26]=[C:27]([CH:31]=5)[C:28]([O-:30])=[O:29])[CH2:17][CH2:16]4)=[N:13][CH:14]=3)=[N:8][C:4]=2[CH:3]=1.O.[OH-].[Na+].Cl. (3) Given the product [CH3:5][O:6][C:7]1[CH:12]=[CH:11][C:10]([NH:13][C:15]2[N:20]=[CH:19][CH:18]=[CH:17][N:16]=2)=[CH:9][CH:8]=1, predict the reactants needed to synthesize it. The reactants are: C(O)(=O)C.[CH3:5][O:6][C:7]1[CH:12]=[CH:11][C:10]([NH2:13])=[CH:9][CH:8]=1.Cl[C:15]1[N:20]=[CH:19][CH:18]=[CH:17][N:16]=1.[OH-].[Na+]. (4) Given the product [O:30]1[CH2:29][CH2:28][N:27]([C:17]2[C:18]3[N:24]=[CH:23][C:22]([CH:25]=[CH2:26])=[CH:21][C:19]=3[N:20]=[C:15]([C:12]3[CH:11]=[CH:10][C:9]([NH2:6])=[CH:14][CH:13]=3)[N:16]=2)[CH2:32][CH2:31]1, predict the reactants needed to synthesize it. The reactants are: O.O.[Sn](Cl)Cl.[N+:6]([C:9]1[CH:14]=[CH:13][C:12]([C:15]2[N:16]=[C:17]([N:27]3[CH2:32][CH2:31][O:30][CH2:29][CH2:28]3)[C:18]3[N:24]=[CH:23][C:22]([CH:25]=[CH2:26])=[CH:21][C:19]=3[N:20]=2)=[CH:11][CH:10]=1)([O-])=O. (5) Given the product [ClH:1].[N:2]1[CH:7]=[CH:6][CH:5]=[N:4][C:3]=1[NH:8][C@H:9]1[CH2:14][CH2:13][C@@H:12]([NH2:15])[CH2:11][CH2:10]1, predict the reactants needed to synthesize it. The reactants are: [ClH:1].[N:2]1[CH:7]=[CH:6][CH:5]=[N:4][C:3]=1[NH:8][C@@H:9]1[CH2:14][CH2:13][C@H:12]([NH:15]C(=O)OC(C)(C)C)[CH2:11][CH2:10]1. (6) The reactants are: [C:1]([C:3]1[CH:4]=[C:5]([CH:16]=[CH:17][CH:18]=1)[O:6][CH:7]([CH2:13][CH2:14][CH3:15])[C:8]([O:10]CC)=[O:9])#[N:2].[OH-].[Li+]. Given the product [C:1]([C:3]1[CH:4]=[C:5]([CH:16]=[CH:17][CH:18]=1)[O:6][CH:7]([CH2:13][CH2:14][CH3:15])[C:8]([OH:10])=[O:9])#[N:2], predict the reactants needed to synthesize it.